This data is from Forward reaction prediction with 1.9M reactions from USPTO patents (1976-2016). The task is: Predict the product of the given reaction. (1) Given the reactants Cl.[CH2:2]([O:4][C:5](=[O:24])[C@@H:6]([CH3:23])[CH2:7][C@H:8]([NH2:22])[CH2:9][C:10]1[CH:15]=[CH:14][C:13]([C:16]2[CH:21]=[CH:20][CH:19]=[CH:18][CH:17]=2)=[CH:12][CH:11]=1)[CH3:3].[C:25]1([C:47]2[CH:52]=[CH:51][CH:50]=[CH:49][CH:48]=2)[CH:30]=[CH:29][C:28]([CH2:31][C@@H:32]([NH:39][C:40]([O:42][C:43]([CH3:46])([CH3:45])[CH3:44])=[O:41])[CH2:33][C@@H:34]([CH3:38])[C:35]([OH:37])=[O:36])=[CH:27][CH:26]=1.[C:53](Cl)(=[O:58])[C:54]([CH3:57])([CH3:56])[CH3:55].C(O)(=O)CC(CC(O)=O)(C(O)=O)O, predict the reaction product. The product is: [CH2:2]([O:4][C:5](=[O:24])[C@H:6]([CH3:23])[CH2:7][C@H:8]([NH:22][C:53](=[O:58])[C:54]([CH3:57])([CH3:56])[CH3:55])[CH2:9][C:10]1[CH:11]=[CH:12][C:13]([C:16]2[CH:21]=[CH:20][CH:19]=[CH:18][CH:17]=2)=[CH:14][CH:15]=1)[CH3:3].[C:25]1([C:47]2[CH:48]=[CH:49][CH:50]=[CH:51][CH:52]=2)[CH:26]=[CH:27][C:28]([CH2:31][C@@H:32]([NH:39][C:40]([O:42][C:43]([CH3:46])([CH3:44])[CH3:45])=[O:41])[CH2:33][C@@H:34]([CH3:38])[C:35]([OH:37])=[O:36])=[CH:29][CH:30]=1. (2) Given the reactants O[C:2]1[CH:7]=[CH:6][C:5]([CH:8]2[CH2:16][CH2:15][CH2:14][CH:13]3[N:9]2[CH2:10][CH2:11][CH2:12]3)=[CH:4][CH:3]=1.[CH3:17][O-:18].[Na+].[Cl-], predict the reaction product. The product is: [N:9]1([CH2:10][CH2:11][CH2:17][O:18][C:2]2[CH:7]=[CH:6][C:5]([CH:8]3[CH2:16][CH2:15][CH2:14][CH:13]4[N:9]3[CH2:10][CH2:11][CH2:12]4)=[CH:4][CH:3]=2)[CH2:13][CH2:14][CH2:15][CH2:16][CH2:8]1. (3) Given the reactants [Cl:1][C:2]1[CH:3]=[C:4]2[C:12](=[C:13]([NH2:17])[C:14]=1[O:15][CH3:16])[NH:11][C:10]1[CH:9]=[N:8][CH:7]=[CH:6][C:5]2=1.C(OC([NH:25][CH:26]1[CH2:30][CH2:29][CH2:28][CH:27]1[C:31](O)=[O:32])=O)(C)(C)C.Cl.O1CCOCC1, predict the reaction product. The product is: [Cl:1][C:2]1[CH:3]=[C:4]2[C:12](=[C:13]([NH:17][C:31]([CH:27]3[CH2:28][CH2:29][CH2:30][CH:26]3[NH2:25])=[O:32])[C:14]=1[O:15][CH3:16])[NH:11][C:10]1[CH:9]=[N:8][CH:7]=[CH:6][C:5]2=1. (4) Given the reactants OS(O)(=O)=O.[Cl:6][C:7]1[CH:12]=[CH:11][C:10]([C:13]([CH3:28])([CH3:27])[C:14]([CH:16]([C:22]([O:24][CH2:25][CH3:26])=[O:23])[C:17](OCC)=[O:18])=[O:15])=[CH:9][CH:8]=1.O, predict the reaction product. The product is: [Cl:6][C:7]1[CH:12]=[C:11]2[C:10](=[CH:9][CH:8]=1)[C:13]([CH3:27])([CH3:28])[C:14](=[O:15])[C:16]([C:22]([O:24][CH2:25][CH3:26])=[O:23])=[C:17]2[OH:18].